This data is from Catalyst prediction with 721,799 reactions and 888 catalyst types from USPTO. The task is: Predict which catalyst facilitates the given reaction. (1) Reactant: [Cl:1][C:2]1[C:3]([I:9])=[CH:4][C:5](F)=[N:6][CH:7]=1.[NH2:10][C@H:11]1[CH2:16][CH2:15][C@H:14]([CH2:17][NH:18][C:19](=[O:25])[O:20][C:21]([CH3:24])([CH3:23])[CH3:22])[CH2:13][CH2:12]1.CS(C)=O. Product: [Cl:1][C:2]1[C:3]([I:9])=[CH:4][C:5]([NH:10][C@H:11]2[CH2:16][CH2:15][C@H:14]([CH2:17][NH:18][C:19](=[O:25])[O:20][C:21]([CH3:23])([CH3:22])[CH3:24])[CH2:13][CH2:12]2)=[N:6][CH:7]=1. The catalyst class is: 13. (2) Reactant: [CH2:1]([NH:5][C:6]1[N:14]=[C:13]2[C:9]([N:10]=[C:11]([O:25]C)[N:12]2[CH2:15][CH2:16][CH2:17][CH2:18][CH:19]2[CH2:24][CH2:23][CH2:22][O:21][CH2:20]2)=[C:8]([NH2:27])[N:7]=1)[CH2:2][CH2:3][CH3:4].Cl.O1CCOCC1.[OH-].[Na+]. Product: [NH2:27][C:8]1[N:7]=[C:6]([NH:5][CH2:1][CH2:2][CH2:3][CH3:4])[N:14]=[C:13]2[C:9]=1[NH:10][C:11](=[O:25])[N:12]2[CH2:15][CH2:16][CH2:17][CH2:18][CH:19]1[CH2:24][CH2:23][CH2:22][O:21][CH2:20]1. The catalyst class is: 5. (3) Reactant: [S:1]1[CH2:6][CH2:5][N:4]([C:7]2[CH:8]=[C:9]([CH2:13][NH:14][C:15](=[O:21])[O:16][C:17]([CH3:20])([CH3:19])[CH3:18])[CH:10]=[CH:11][CH:12]=2)[CH2:3][CH2:2]1.C1C=C(Cl)C=C(C(OO)=[O:30])C=1. Product: [O:30]=[S:1]1[CH2:6][CH2:5][N:4]([C:7]2[CH:8]=[C:9]([CH2:13][NH:14][C:15](=[O:21])[O:16][C:17]([CH3:18])([CH3:20])[CH3:19])[CH:10]=[CH:11][CH:12]=2)[CH2:3][CH2:2]1. The catalyst class is: 2. (4) Product: [CH2:3]([C@@H:2]([C:1]([N:8]1[C@@H:12]([CH2:13][C:14]2[CH:19]=[CH:18][CH:17]=[CH:16][CH:15]=2)[CH2:11][O:10][C:9]1=[O:20])=[O:7])[CH2:32][C:33]([O:35][CH3:36])=[O:34])[CH2:4][CH2:5][CH3:6]. The catalyst class is: 1. Reactant: [C:1]([N:8]1[C@@H:12]([CH2:13][C:14]2[CH:19]=[CH:18][CH:17]=[CH:16][CH:15]=2)[CH2:11][O:10][C:9]1=[O:20])(=[O:7])[CH2:2][CH2:3][CH2:4][CH2:5][CH3:6].C[Si]([N-][Si](C)(C)C)(C)C.[Na+].Br[CH2:32][C:33]([O:35][CH3:36])=[O:34]. (5) Reactant: [I:1][C:2]1[C:10]2[C:5](=[N:6][CH:7]=[N:8][C:9]=2[NH2:11])[N:4]([C:12]2[CH:17]=[CH:16][C:15]([N+:18]([O-:20])=[O:19])=[CH:14][N:13]=2)[N:3]=1.[Li+].C[Si]([N-][Si](C)(C)C)(C)C.[CH3:31][C:32]([O:35][C:36](O[C:36]([O:35][C:32]([CH3:34])([CH3:33])[CH3:31])=[O:37])=[O:37])([CH3:34])[CH3:33]. Product: [I:1][C:2]1[C:10]2[C:5](=[N:6][CH:7]=[N:8][C:9]=2[NH:11][C:36](=[O:37])[O:35][C:32]([CH3:34])([CH3:33])[CH3:31])[N:4]([C:12]2[CH:17]=[CH:16][C:15]([N+:18]([O-:20])=[O:19])=[CH:14][N:13]=2)[N:3]=1. The catalyst class is: 1. (6) Reactant: N[C:2]1[S:3][C:4]([C:14]2[N:23]=[CH:22][C:21]3[N:20]([CH3:24])[C:19](=[O:25])[C@@H:18]([CH2:26][CH3:27])[N:17]([CH:28]([CH3:30])[CH3:29])[C:16]=3[N:15]=2)=[C:5]([C:7]2[CH:12]=[CH:11][C:10]([F:13])=[CH:9][CH:8]=2)[N:6]=1.[Cu](C#N)[C:32]#[N:33].N(OCCC(C)C)=O. Product: [CH2:26]([C@H:18]1[N:17]([CH:28]([CH3:29])[CH3:30])[C:16]2[N:15]=[C:14]([C:4]3[S:3][C:2]([C:32]#[N:33])=[N:6][C:5]=3[C:7]3[CH:8]=[CH:9][C:10]([F:13])=[CH:11][CH:12]=3)[N:23]=[CH:22][C:21]=2[N:20]([CH3:24])[C:19]1=[O:25])[CH3:27]. The catalyst class is: 10. (7) Reactant: [OH:1][C:2]1[CH:7]=[CH:6][C:5]([CH2:8][CH2:9][N:10]2[C:18]3[C:13](=[CH:14][CH:15]=[CH:16][C:17]=3[O:19][C@@H:20]3[O:46][C@H:45]([CH2:47][O:48][C:49](=[O:54])[C:50]([CH3:53])([CH3:52])[CH3:51])[C@@H:37]([O:38][C:39](=[O:44])[C:40]([CH3:43])([CH3:42])[CH3:41])[C@H:29]([O:30][C:31](=[O:36])[C:32]([CH3:35])([CH3:34])[CH3:33])[C@H:21]3[O:22][C:23](=[O:28])[C:24]([CH3:27])([CH3:26])[CH3:25])[CH:12]=[CH:11]2)=[CH:4][CH:3]=1.[C:55](=O)([O-])[O-].[Cs+].[Cs+].CI. Product: [CH3:55][O:1][C:2]1[CH:7]=[CH:6][C:5]([CH2:8][CH2:9][N:10]2[C:18]3[C:13](=[CH:14][CH:15]=[CH:16][C:17]=3[O:19][C@@H:20]3[O:46][C@H:45]([CH2:47][O:48][C:49](=[O:54])[C:50]([CH3:53])([CH3:52])[CH3:51])[C@@H:37]([O:38][C:39](=[O:44])[C:40]([CH3:41])([CH3:42])[CH3:43])[C@H:29]([O:30][C:31](=[O:36])[C:32]([CH3:33])([CH3:34])[CH3:35])[C@H:21]3[O:22][C:23](=[O:28])[C:24]([CH3:26])([CH3:27])[CH3:25])[CH:12]=[CH:11]2)=[CH:4][CH:3]=1. The catalyst class is: 21. (8) Reactant: Cl.[F:2][C:3]([F:16])([F:15])[CH2:4][O:5][C:6]1[N:11]=[CH:10][C:9]([CH:12]([NH2:14])[CH3:13])=[CH:8][CH:7]=1.C(N(CC)C(C)C)(C)C.[O:26]1[C:30]2[CH:31]=[CH:32][CH:33]=[CH:34][C:29]=2[C:28]([C:35](Cl)=[O:36])=[N:27]1. Product: [F:16][C:3]([F:2])([F:15])[CH2:4][O:5][C:6]1[N:11]=[CH:10][C:9]([CH:12]([NH:14][C:35]([C:28]2[C:29]3[CH:34]=[CH:33][CH:32]=[CH:31][C:30]=3[O:26][N:27]=2)=[O:36])[CH3:13])=[CH:8][CH:7]=1. The catalyst class is: 96. (9) Reactant: [Cl:1][C:2]1[CH:3]=[C:4]([CH:8]=[CH:9][C:10]=1[OH:11])[C:5]([OH:7])=O.S(Cl)(Cl)=O.O[NH:17][C:18]([C:20]1[CH:28]=[CH:27][C:26]2[NH:25][C:24]3[CH:29]([CH2:32][C:33]([O:35][CH2:36][CH3:37])=[O:34])[CH2:30][CH2:31][C:23]=3[C:22]=2[CH:21]=1)=[NH:19]. Product: [Cl:1][C:2]1[CH:3]=[C:4]([C:5]2[O:7][N:19]=[C:18]([C:20]3[CH:28]=[CH:27][C:26]4[NH:25][C:24]5[CH:29]([CH2:32][C:33]([O:35][CH2:36][CH3:37])=[O:34])[CH2:30][CH2:31][C:23]=5[C:22]=4[CH:21]=3)[N:17]=2)[CH:8]=[CH:9][C:10]=1[OH:11]. The catalyst class is: 2.